Predict the product of the given reaction. From a dataset of Forward reaction prediction with 1.9M reactions from USPTO patents (1976-2016). (1) Given the reactants [F:1][C:2]1[CH:3]=[C:4]([CH:6]=[CH:7][C:8]=1[O:9][C:10]1[C:19]2[C:14](=[CH:15][C:16]([O:22][CH2:23][CH2:24][CH2:25][N:26]3[CH2:31][CH2:30][O:29][CH2:28][CH2:27]3)=[C:17]([O:20][CH3:21])[CH:18]=2)[N:13]=[CH:12][CH:11]=1)[NH2:5].[N:32]1[CH:37]=[CH:36][CH:35]=[CH:34][C:33]=1[CH2:38][C:39](O)=[O:40].Cl.C(N=C=NCCCN(C)C)C.N1(O)C2C=CC=CC=2N=N1.C(N(C(C)C)C(C)C)C, predict the reaction product. The product is: [O:29]1[CH2:30][CH2:31][N:26]([CH2:25][CH2:24][CH2:23][O:22][C:16]2[CH:15]=[C:14]3[C:19]([C:10]([O:9][C:8]4[CH:7]=[CH:6][C:4]([NH:5][C:39](=[O:40])[CH2:38][C:33]5[CH:34]=[CH:35][CH:36]=[CH:37][N:32]=5)=[CH:3][C:2]=4[F:1])=[CH:11][CH:12]=[N:13]3)=[CH:18][C:17]=2[O:20][CH3:21])[CH2:27][CH2:28]1. (2) Given the reactants [O:1]=[C:2]1[C:11]2[C:6](=[CH:7][CH:8]=[CH:9][CH:10]=2)[CH:5]=[C:4]([C:12]([OH:14])=[O:13])O1.[NH3:15].CO, predict the reaction product. The product is: [O:1]=[C:2]1[C:11]2[C:6](=[CH:7][CH:8]=[CH:9][CH:10]=2)[CH:5]=[C:4]([C:12]([OH:14])=[O:13])[NH:15]1. (3) Given the reactants [F:1][C:2]1[CH:7]=[C:6]([C:8]([F:11])([F:10])[F:9])[CH:5]=[CH:4][C:3]=1[C:12]1[C:21]2[CH2:20][CH2:19][CH2:18]/[C:17](=[CH:22]\[C:23]([O:25][CH2:26][CH3:27])=[O:24])/[C:16]=2[CH:15]=[N:14][CH:13]=1.FC1C=C(C(F)(F)F)C=CC=1C1C2CCC/C(=C/C(OCC)=O)/C=2C=NC=1, predict the reaction product. The product is: [F:1][C:2]1[CH:7]=[C:6]([C:8]([F:10])([F:9])[F:11])[CH:5]=[CH:4][C:3]=1[C:12]1[C:21]2[CH2:20][CH2:19][CH2:18][CH:17]([CH2:22][C:23]([O:25][CH2:26][CH3:27])=[O:24])[C:16]=2[CH:15]=[N:14][CH:13]=1. (4) Given the reactants [CH3:1][O:2][CH2:3][O:4][CH2:5][C@@H:6]([NH:8][C:9](=[O:22])[C:10]1[CH:15]=[C:14]([CH3:16])[CH:13]=[CH:12][C:11]=1[N:17]1[N:21]=[CH:20][CH:19]=[N:18]1)[CH3:7].[CH2:23](I)[CH3:24], predict the reaction product. The product is: [CH2:23]([N:8]([C@@H:6]([CH3:7])[CH2:5][O:4][CH2:3][O:2][CH3:1])[C:9](=[O:22])[C:10]1[CH:15]=[C:14]([CH3:16])[CH:13]=[CH:12][C:11]=1[N:17]1[N:21]=[CH:20][CH:19]=[N:18]1)[CH3:24]. (5) Given the reactants [CH2:1]([O:8][C:9]1[CH:14]=[CH:13][C:12](Cl)=[C:11]([N+:16]([O-:18])=[O:17])[CH:10]=1)[C:2]1[CH:7]=[CH:6][CH:5]=[CH:4][CH:3]=1.[C:19]([O-:22])([O-])=O.[Na+].[Na+].CCO[C:28]([CH3:30])=O, predict the reaction product. The product is: [CH2:1]([O:8][C:9]1[CH:14]=[CH:13][C:12]([C:30]2[CH:28]=[CH:12][C:11]([NH:16][CH:19]=[O:22])=[CH:10][CH:9]=2)=[C:11]([N+:16]([O-:18])=[O:17])[CH:10]=1)[C:2]1[CH:7]=[CH:6][CH:5]=[CH:4][CH:3]=1. (6) Given the reactants [C:1]1([CH2:7][CH2:8][CH2:9][C@H:10]([C@@H:14]([NH:16][O:17][CH:18]2[CH2:23][CH2:22][CH2:21][CH2:20][O:19]2)[CH3:15])[C:11]([OH:13])=[O:12])[CH:6]=[CH:5][CH:4]=[CH:3][CH:2]=1.[C:24](OC=O)(=[O:26])C, predict the reaction product. The product is: [C:1]1([CH2:7][CH2:8][CH2:9][C@H:10]([C@@H:14]([N:16]([CH:24]=[O:26])[O:17][CH:18]2[CH2:23][CH2:22][CH2:21][CH2:20][O:19]2)[CH3:15])[C:11]([OH:13])=[O:12])[CH:6]=[CH:5][CH:4]=[CH:3][CH:2]=1. (7) Given the reactants C([N:8]1[CH2:13][CH2:12][C:11]([CH2:20][N:21]([CH3:37])[C:22]2[N:31]=[C:30]([NH2:32])[C:29]3[C:24](=[CH:25][C:26](C=O)=[C:27](C=O)[CH:28]=3)[N:23]=2)([C:14]2[CH:19]=[CH:18][CH:17]=[CH:16][CH:15]=2)[CH2:10][CH2:9]1)C1C=CC=CC=1.[CH:38]([O-:40])=O.[NH4+].[CH3:42][OH:43], predict the reaction product. The product is: [CH3:42][O:43][C:27]1[CH:28]=[C:29]2[C:24](=[CH:25][C:26]=1[O:40][CH3:38])[N:23]=[C:22]([N:21]([CH2:20][C:11]1([C:14]3[CH:15]=[CH:16][CH:17]=[CH:18][CH:19]=3)[CH2:12][CH2:13][NH:8][CH2:9][CH2:10]1)[CH3:37])[N:31]=[C:30]2[NH2:32].